This data is from NCI-60 drug combinations with 297,098 pairs across 59 cell lines. The task is: Regression. Given two drug SMILES strings and cell line genomic features, predict the synergy score measuring deviation from expected non-interaction effect. (1) Drug 1: CC1C(C(CC(O1)OC2CC(CC3=C2C(=C4C(=C3O)C(=O)C5=C(C4=O)C(=CC=C5)OC)O)(C(=O)C)O)N)O.Cl. Drug 2: N.N.Cl[Pt+2]Cl. Cell line: T-47D. Synergy scores: CSS=2.47, Synergy_ZIP=-4.70, Synergy_Bliss=-6.04, Synergy_Loewe=-28.2, Synergy_HSA=-6.72. (2) Drug 1: CCCS(=O)(=O)NC1=C(C(=C(C=C1)F)C(=O)C2=CNC3=C2C=C(C=N3)C4=CC=C(C=C4)Cl)F. Drug 2: C1=CN(C(=O)N=C1N)C2C(C(C(O2)CO)O)O.Cl. Cell line: MALME-3M. Synergy scores: CSS=57.9, Synergy_ZIP=-2.47, Synergy_Bliss=-2.98, Synergy_Loewe=-1.14, Synergy_HSA=2.14. (3) Drug 1: C1=CC=C(C=C1)NC(=O)CCCCCCC(=O)NO. Drug 2: CC(C)CN1C=NC2=C1C3=CC=CC=C3N=C2N. Cell line: MCF7. Synergy scores: CSS=-2.10, Synergy_ZIP=-4.22, Synergy_Bliss=-2.66, Synergy_Loewe=-6.51, Synergy_HSA=-4.60. (4) Drug 1: C1CCN(CC1)CCOC2=CC=C(C=C2)C(=O)C3=C(SC4=C3C=CC(=C4)O)C5=CC=C(C=C5)O. Drug 2: CC12CCC(CC1=CCC3C2CCC4(C3CC=C4C5=CN=CC=C5)C)O. Cell line: OVCAR-8. Synergy scores: CSS=3.06, Synergy_ZIP=1.81, Synergy_Bliss=3.45, Synergy_Loewe=1.65, Synergy_HSA=1.95. (5) Drug 1: CN1CCC(CC1)COC2=C(C=C3C(=C2)N=CN=C3NC4=C(C=C(C=C4)Br)F)OC. Drug 2: C1CNP(=O)(OC1)N(CCCl)CCCl. Cell line: EKVX. Synergy scores: CSS=20.6, Synergy_ZIP=2.51, Synergy_Bliss=0.525, Synergy_Loewe=-53.7, Synergy_HSA=-1.86. (6) Drug 1: CC1=C(C(CCC1)(C)C)C=CC(=CC=CC(=CC(=O)O)C)C. Drug 2: CN(C(=O)NC(C=O)C(C(C(CO)O)O)O)N=O. Cell line: OVCAR-8. Synergy scores: CSS=-0.639, Synergy_ZIP=-0.827, Synergy_Bliss=-1.39, Synergy_Loewe=-3.53, Synergy_HSA=-1.47. (7) Drug 1: CC1=CC2C(CCC3(C2CCC3(C(=O)C)OC(=O)C)C)C4(C1=CC(=O)CC4)C. Drug 2: C1CN(CCN1C(=O)CCBr)C(=O)CCBr. Cell line: HOP-92. Synergy scores: CSS=6.64, Synergy_ZIP=-0.318, Synergy_Bliss=1.72, Synergy_Loewe=-6.53, Synergy_HSA=-2.60. (8) Drug 1: CC1CCCC2(C(O2)CC(NC(=O)CC(C(C(=O)C(C1O)C)(C)C)O)C(=CC3=CSC(=N3)C)C)C. Drug 2: COCCOC1=C(C=C2C(=C1)C(=NC=N2)NC3=CC=CC(=C3)C#C)OCCOC.Cl. Cell line: DU-145. Synergy scores: CSS=56.6, Synergy_ZIP=21.6, Synergy_Bliss=24.5, Synergy_Loewe=-6.52, Synergy_HSA=17.1. (9) Drug 1: CC1C(C(=O)NC(C(=O)N2CCCC2C(=O)N(CC(=O)N(C(C(=O)O1)C(C)C)C)C)C(C)C)NC(=O)C3=C4C(=C(C=C3)C)OC5=C(C(=O)C(=C(C5=N4)C(=O)NC6C(OC(=O)C(N(C(=O)CN(C(=O)C7CCCN7C(=O)C(NC6=O)C(C)C)C)C)C(C)C)C)N)C. Drug 2: CCN(CC)CCNC(=O)C1=C(NC(=C1C)C=C2C3=C(C=CC(=C3)F)NC2=O)C. Cell line: U251. Synergy scores: CSS=2.58, Synergy_ZIP=13.8, Synergy_Bliss=19.7, Synergy_Loewe=16.0, Synergy_HSA=15.3. (10) Drug 1: CCC1(CC2CC(C3=C(CCN(C2)C1)C4=CC=CC=C4N3)(C5=C(C=C6C(=C5)C78CCN9C7C(C=CC9)(C(C(C8N6C)(C(=O)OC)O)OC(=O)C)CC)OC)C(=O)OC)O.OS(=O)(=O)O. Drug 2: CCN(CC)CCCC(C)NC1=C2C=C(C=CC2=NC3=C1C=CC(=C3)Cl)OC. Cell line: OVCAR-8. Synergy scores: CSS=34.5, Synergy_ZIP=-7.96, Synergy_Bliss=2.71, Synergy_Loewe=1.69, Synergy_HSA=1.61.